Dataset: Forward reaction prediction with 1.9M reactions from USPTO patents (1976-2016). Task: Predict the product of the given reaction. (1) Given the reactants [Cl:1][C:2]1[CH:10]=[C:9]2[C:5]([CH:6]=[N:7][N:8]2[CH2:11][CH2:12][CH2:13][C:14]([O:16][CH2:17][CH3:18])=[O:15])=[CH:4][C:3]=1[C:19]#[N:20].Cl.[NH2:22][OH:23].C(=O)(O)[O-].[Na+], predict the reaction product. The product is: [Cl:1][C:2]1[CH:10]=[C:9]2[C:5]([CH:6]=[N:7][N:8]2[CH2:11][CH2:12][CH2:13][C:14]([O:16][CH2:17][CH3:18])=[O:15])=[CH:4][C:3]=1[C:19]([NH:22][OH:23])=[NH:20]. (2) Given the reactants [C:1](/[C:3](=[CH:7]\[C:8]1[CH:13]=[CH:12][CH:11]=[CH:10][CH:9]=1)/[C:4]([NH2:6])=[O:5])#[N:2].Cl, predict the reaction product. The product is: [NH2:2][CH2:1][CH:3]([CH2:7][C:8]1[CH:13]=[CH:12][CH:11]=[CH:10][CH:9]=1)[C:4]([NH2:6])=[O:5]. (3) Given the reactants CN1CCOCC1.[F:8][C:9]1[CH:10]=[C:11]([CH:13]=[CH:14][CH:15]=1)[NH2:12].Cl.[Cl:17][CH2:18][CH2:19][CH2:20][O:21][C:22]1[CH:31]=[C:30]2[C:25]([C:26]([NH:32][C:33]3[CH:37]=[C:36]([CH2:38][C:39](O)=[O:40])[NH:35][N:34]=3)=[N:27][CH:28]=[N:29]2)=[CH:24][CH:23]=1.Cl.C(N=C=NCCCN(C)C)C, predict the reaction product. The product is: [Cl:17][CH2:18][CH2:19][CH2:20][O:21][C:22]1[CH:31]=[C:30]2[C:25]([C:26]([NH:32][C:33]3[CH:37]=[C:36]([CH2:38][C:39]([NH:12][C:11]4[CH:13]=[CH:14][CH:15]=[C:9]([F:8])[CH:10]=4)=[O:40])[NH:35][N:34]=3)=[N:27][CH:28]=[N:29]2)=[CH:24][CH:23]=1. (4) Given the reactants C1([As](C2C=CC=CC=2)C2C=CC=CC=2)C=CC=CC=1.Br[C:21]1[C:22]2[CH:23]=[C:24]3[CH:33]([CH2:34][C:35]([O:37][CH3:38])=[O:36])[CH2:32][CH2:31][N:25]3[C:26]=2[CH:27]=[C:28]([F:30])[CH:29]=1.[CH2:39]([O:41]C([Sn](CCCC)(CCCC)CCCC)=C)[CH3:40], predict the reaction product. The product is: [C:39]([C:21]1[C:22]2[CH:23]=[C:24]3[CH:33]([CH2:34][C:35]([O:37][CH3:38])=[O:36])[CH2:32][CH2:31][N:25]3[C:26]=2[CH:27]=[C:28]([F:30])[CH:29]=1)(=[O:41])[CH3:40]. (5) Given the reactants [CH2:1]([N:8]1[C:16]2[C:11](=[CH:12][CH:13]=[CH:14][CH:15]=2)[C:10]([C:17]([N:19]([CH2:21][C:22]2[CH:27]=[CH:26][C:25]([C:28]3[CH:33]=[CH:32][C:31]([OH:34])=[C:30]([Br:35])[CH:29]=3)=[CH:24][CH:23]=2)[CH3:20])=[O:18])=[CH:9]1)[C:2]1[CH:7]=[CH:6][CH:5]=[CH:4][CH:3]=1.Br[CH2:37][C:38]#[N:39].C(=O)([O-])[O-].[K+].[K+], predict the reaction product. The product is: [CH2:1]([N:8]1[C:16]2[C:11](=[CH:12][CH:13]=[CH:14][CH:15]=2)[C:10]([C:17]([N:19]([CH2:21][C:22]2[CH:27]=[CH:26][C:25]([C:28]3[CH:33]=[CH:32][C:31]([O:34][CH2:37][C:38]#[N:39])=[C:30]([Br:35])[CH:29]=3)=[CH:24][CH:23]=2)[CH3:20])=[O:18])=[CH:9]1)[C:2]1[CH:3]=[CH:4][CH:5]=[CH:6][CH:7]=1. (6) Given the reactants Cl.[Cl:2][CH2:3][CH2:4][NH:5][CH2:6][CH2:7][Cl:8].C(N(CC)CC)C.Cl[C:17]([O:19]C)=S.ClCCNCCCl.[CH3:28][O:29][C:30](=[O:41])[C@H:31]([CH2:33][C:34]1[CH:39]=[CH:38][C:37]([OH:40])=[CH:36][CH:35]=1)[NH2:32], predict the reaction product. The product is: [CH3:28][O:29][C:30](=[O:41])[CH:31]([NH:32][C:17]([N:5]([CH2:6][CH2:7][Cl:8])[CH2:4][CH2:3][Cl:2])=[O:19])[CH2:33][C:34]1[CH:35]=[CH:36][C:37]([OH:40])=[CH:38][CH:39]=1.